This data is from Peptide-MHC class I binding affinity with 185,985 pairs from IEDB/IMGT. The task is: Regression. Given a peptide amino acid sequence and an MHC pseudo amino acid sequence, predict their binding affinity value. This is MHC class I binding data. (1) The peptide sequence is ELIKAMNHF. The MHC is HLA-B08:01 with pseudo-sequence HLA-B08:01. The binding affinity (normalized) is 0.0847. (2) The MHC is HLA-B46:01 with pseudo-sequence HLA-B46:01. The peptide sequence is DSMGQGDAY. The binding affinity (normalized) is 0.0847. (3) The peptide sequence is WPYIASRTSI. The MHC is HLA-B53:01 with pseudo-sequence HLA-B53:01. The binding affinity (normalized) is 0.0708.